Dataset: Peptide-MHC class I binding affinity with 185,985 pairs from IEDB/IMGT. Task: Regression. Given a peptide amino acid sequence and an MHC pseudo amino acid sequence, predict their binding affinity value. This is MHC class I binding data. (1) The peptide sequence is YTAVVPLVD. The MHC is HLA-A29:02 with pseudo-sequence HLA-A29:02. The binding affinity (normalized) is 0. (2) The peptide sequence is KRIKGTIMTGD. The MHC is Mamu-B08 with pseudo-sequence Mamu-B08. The binding affinity (normalized) is 0.189. (3) The peptide sequence is MIDSDEWVY. The binding affinity (normalized) is 0.898. The MHC is SLA-10401 with pseudo-sequence SLA-10401. (4) The peptide sequence is FSCGLSLQDY. The MHC is HLA-A68:01 with pseudo-sequence HLA-A68:01. The binding affinity (normalized) is 0.485. (5) The peptide sequence is MMMPMFNAF. The MHC is BoLA-D18.4 with pseudo-sequence BoLA-D18.4. The binding affinity (normalized) is 0.666.